This data is from Full USPTO retrosynthesis dataset with 1.9M reactions from patents (1976-2016). The task is: Predict the reactants needed to synthesize the given product. (1) Given the product [Br:14][C:15]1[CH:20]=[CH:19][C:18]([S:21]([NH:4][CH:2]([CH3:3])[CH3:1])(=[O:23])=[O:22])=[CH:17][CH:16]=1, predict the reactants needed to synthesize it. The reactants are: [CH3:1][CH:2]([NH2:4])[CH3:3].CCN(C(C)C)C(C)C.[Br:14][C:15]1[CH:20]=[CH:19][C:18]([S:21](Cl)(=[O:23])=[O:22])=[CH:17][CH:16]=1.O. (2) Given the product [CH3:5][N:6]1[CH2:23][CH2:27][C:13]2[C:8](=[CH:9][CH:10]=[C:11]([CH2:15][OH:16])[CH:12]=2)[CH2:14]1, predict the reactants needed to synthesize it. The reactants are: [Si]([CH:5]=[N+:6]=[N-])(C)(C)C.[C:8]1([CH3:14])[CH:13]=[CH:12][CH:11]=[CH:10][CH:9]=1.[CH3:15][OH:16].[H-].[H-].[H-].[H-].[Li+].[Al+3].[CH2:23]1[CH2:27]OCC1.